From a dataset of Full USPTO retrosynthesis dataset with 1.9M reactions from patents (1976-2016). Predict the reactants needed to synthesize the given product. (1) The reactants are: [CH3:1][O:2][C:3]1[CH:8]=[CH:7][C:6](B(O)O)=[CH:5][N:4]=1.Br[C:13]1[CH:18]=[CH:17][C:16]([C:19]([N:21]2[CH2:25][CH2:24][CH2:23][C@H:22]2[CH2:26][N:27]2[CH2:31][CH2:30][CH2:29][CH2:28]2)=[O:20])=[CH:15][CH:14]=1. Given the product [CH3:1][O:2][C:3]1[N:4]=[CH:5][C:6]([C:13]2[CH:18]=[CH:17][C:16]([C:19]([N:21]3[CH2:25][CH2:24][CH2:23][C@H:22]3[CH2:26][N:27]3[CH2:28][CH2:29][CH2:30][CH2:31]3)=[O:20])=[CH:15][CH:14]=2)=[CH:7][CH:8]=1, predict the reactants needed to synthesize it. (2) Given the product [Cl:1][C:2]1[C:7]([F:8])=[CH:6][N:5]=[C:4]2[N:9]([CH2:13][O:14][CH2:15][CH2:16][Si:17]([CH3:20])([CH3:19])[CH3:18])[CH:10]=[C:11]([C:21]#[N:22])[C:3]=12, predict the reactants needed to synthesize it. The reactants are: [Cl:1][C:2]1[C:7]([F:8])=[CH:6][N:5]=[C:4]2[N:9]([CH2:13][O:14][CH2:15][CH2:16][Si:17]([CH3:20])([CH3:19])[CH3:18])[CH:10]=[C:11](I)[C:3]=12.[CH3:21][N:22](C)C=O.N#N. (3) Given the product [C:1]1([N:7]2[C:11]([CH2:12][OH:13])=[CH:10][N:9]=[CH:8]2)[CH:2]=[CH:3][CH:4]=[CH:5][CH:6]=1, predict the reactants needed to synthesize it. The reactants are: [C:1]1([N:7]2[C:11]([C:12](OCC)=[O:13])=[CH:10][N:9]=[CH:8]2)[CH:6]=[CH:5][CH:4]=[CH:3][CH:2]=1.[H-].[Al+3].[Li+].[H-].[H-].[H-]. (4) Given the product [CH3:1][C:2]([C:5]1[CH:30]=[CH:29][C:8]([C:9]([NH:11][C:12]2[S:13][C:14]([CH2:17][S:18][C:19]3[CH:20]=[CH:21][C:22]([CH3:28])=[C:23]([C:24]([N:40]4[CH2:41][CH2:42][N:37]([C:32]5[N:31]=[CH:36][CH:35]=[CH:34][N:33]=5)[CH2:38][CH2:39]4)=[O:25])[CH:27]=3)=[CH:15][N:16]=2)=[O:10])=[CH:7][CH:6]=1)([CH3:4])[CH3:3], predict the reactants needed to synthesize it. The reactants are: [CH3:1][C:2]([C:5]1[CH:30]=[CH:29][C:8]([C:9]([NH:11][C:12]2[S:13][C:14]([CH2:17][S:18][C:19]3[CH:20]=[CH:21][C:22]([CH3:28])=[C:23]([CH:27]=3)[C:24](O)=[O:25])=[CH:15][N:16]=2)=[O:10])=[CH:7][CH:6]=1)([CH3:4])[CH3:3].[N:31]1[CH:36]=[CH:35][CH:34]=[N:33][C:32]=1[N:37]1[CH2:42][CH2:41][NH:40][CH2:39][CH2:38]1.F[P-](F)(F)(F)(F)F.N1(O[P+](N(C)C)(N(C)C)N(C)C)C2C=CC=CC=2N=N1.CN1CCOCC1.